This data is from Forward reaction prediction with 1.9M reactions from USPTO patents (1976-2016). The task is: Predict the product of the given reaction. Given the reactants [Br:1][C:2]1[C:11]([F:12])=[CH:10][CH:9]=[C:8]2[C:3]=1[CH2:4][CH2:5][NH:6][CH:7]2[CH2:13][C:14]([O:16][CH3:17])=[O:15].[C:18]([NH:25][CH2:26][C:27](O)=[O:28])([O:20][C:21]([CH3:24])([CH3:23])[CH3:22])=[O:19].C(N(CC)CC)C.Cl, predict the reaction product. The product is: [Br:1][C:2]1[C:11]([F:12])=[CH:10][CH:9]=[C:8]2[C:3]=1[CH2:4][CH2:5][N:6]([C:27](=[O:28])[CH2:26][NH:25][C:18]([O:20][C:21]([CH3:23])([CH3:22])[CH3:24])=[O:19])[CH:7]2[CH2:13][C:14]([O:16][CH3:17])=[O:15].